This data is from Full USPTO retrosynthesis dataset with 1.9M reactions from patents (1976-2016). The task is: Predict the reactants needed to synthesize the given product. (1) Given the product [CH3:1][C:2]1[CH:11]=[CH:10][C:9]2[C:4](=[CH:5][CH:6]=[CH:7][C:8]=2[N:12]2[CH2:13][CH2:14][N:15]([CH2:18][CH2:19][C:20]3[CH:21]=[C:22]([NH:23][C:30]([CH:27]4[CH2:29][CH2:28]4)=[O:31])[CH:24]=[CH:25][CH:26]=3)[CH2:16][CH2:17]2)[N:3]=1, predict the reactants needed to synthesize it. The reactants are: [CH3:1][C:2]1[CH:11]=[CH:10][C:9]2[C:4](=[CH:5][CH:6]=[CH:7][C:8]=2[N:12]2[CH2:17][CH2:16][N:15]([CH2:18][CH2:19][C:20]3[CH:21]=[C:22]([CH:24]=[CH:25][CH:26]=3)[NH2:23])[CH2:14][CH2:13]2)[N:3]=1.[CH:27]1([C:30](Cl)=[O:31])[CH2:29][CH2:28]1. (2) Given the product [CH3:15][N:1]1[C:7]2[CH:8]=[CH:9][CH:10]=[CH:11][C:6]=2[NH:5][CH2:4][CH2:3][C:2]1=[O:12], predict the reactants needed to synthesize it. The reactants are: [NH:1]1[C:7]2[CH:8]=[CH:9][CH:10]=[CH:11][C:6]=2[NH:5][CH2:4][CH2:3][C:2]1=[O:12].[H-].[Na+].[CH3:15]I. (3) Given the product [ClH:1].[Cl:33][C:6]1[CH:5]=[N:4][CH:3]=[C:2]([Cl:1])[C:7]=1[NH:8][C:9]([C:11]1[CH:12]=[CH:13][C:14]([O:31][CH3:32])=[C:15]2[O:30][C:18]3[CH2:19][NH:20][CH2:21][CH2:22][C:17]=3[C:16]=12)=[O:10], predict the reactants needed to synthesize it. The reactants are: [Cl:1][C:2]1[CH:3]=[N:4][CH:5]=[C:6]([Cl:33])[C:7]=1[NH:8][C:9]([C:11]1[CH:12]=[CH:13][C:14]([O:31][CH3:32])=[C:15]2[O:30][C:18]3[CH2:19][N:20](C(OC(C)(C)C)=O)[CH2:21][CH2:22][C:17]=3[C:16]=12)=[O:10].Cl. (4) Given the product [F:30][C:27]([F:28])([F:29])[C:25]1[CH:24]=[C:5]([CH:4]=[C:3]([C:2]([F:1])([F:31])[F:32])[CH:26]=1)[C:6]([N:8]1[CH2:13][CH2:12][N:11]([CH2:44][C:43]#[C:42][CH2:41][N:35]2[C@@H:36]([CH3:40])[CH2:37][O:38][CH2:39][C@@H:34]2[CH3:33])[CH2:10][C@H:9]1[CH2:14][C:15]1[C:23]2[C:18](=[CH:19][CH:20]=[CH:21][CH:22]=2)[NH:17][CH:16]=1)=[O:7], predict the reactants needed to synthesize it. The reactants are: [F:1][C:2]([F:32])([F:31])[C:3]1[CH:4]=[C:5]([CH:24]=[C:25]([C:27]([F:30])([F:29])[F:28])[CH:26]=1)[C:6]([N:8]1[CH2:13][CH2:12][NH:11][CH2:10][C@H:9]1[CH2:14][C:15]1[C:23]2[C:18](=[CH:19][CH:20]=[CH:21][CH:22]=2)[NH:17][CH:16]=1)=[O:7].[CH3:33][C@H:34]1[CH2:39][O:38][CH2:37][C@H:36]([CH3:40])[N:35]1[CH2:41][C:42]#[C:43][CH2:44]Cl.C(=O)([O-])[O-].[K+].[K+].